From a dataset of Reaction yield outcomes from USPTO patents with 853,638 reactions. Predict the reaction yield, written as a fraction of the theoretical maximum amount of product (1.0 means a 100% yield; for example, 0.34 means a 34% yield). The reactants are [CH2:1]([O:8][C:9](=[O:35])[CH:10]([NH:27][C:28]([O:30][C:31]([CH3:34])([CH3:33])[CH3:32])=[O:29])[CH2:11][C:12]1[CH:17]=[CH:16][C:15]([O:18][C:19]2[CH:24]=[CH:23][C:22]([CH:25]=[O:26])=[CH:21][CH:20]=2)=[CH:14][CH:13]=1)[C:2]1[CH:7]=[CH:6][CH:5]=[CH:4][CH:3]=1.[Mn]([O-])(=O)(=O)=[O:37].[K+]. The catalyst is C1COCC1.O. The product is [CH2:1]([O:8][C:9]([CH:10]([NH:27][C:28]([O:30][C:31]([CH3:32])([CH3:34])[CH3:33])=[O:29])[CH2:11][C:12]1[CH:17]=[CH:16][C:15]([O:18][C:19]2[CH:20]=[CH:21][C:22]([C:25]([OH:37])=[O:26])=[CH:23][CH:24]=2)=[CH:14][CH:13]=1)=[O:35])[C:2]1[CH:7]=[CH:6][CH:5]=[CH:4][CH:3]=1. The yield is 0.940.